Dataset: Forward reaction prediction with 1.9M reactions from USPTO patents (1976-2016). Task: Predict the product of the given reaction. (1) Given the reactants [CH2:1]([C:3]([CH2:5][CH3:6])=O)[CH3:2].[CH2:7](OC(=O)C)[CH2:8]CC.[Cl-].[Mg+2].[Cl-].[CH:18](=[O:21])[CH2:19][CH3:20].[C:22](O)(=O)C, predict the reaction product. The product is: [CH2:7]([C:20]1[CH:3]([CH2:1][CH3:2])[CH:5]([CH3:6])[C:18](=[O:21])[C:19]=1[CH3:22])[CH3:8]. (2) Given the reactants [CH:1]1[CH:2]=[C:3]([N:9]2[CH2:14][CH2:13][N:12]([CH2:15][CH2:16][CH2:17][CH2:18][O:19][C:20]3[CH:21]=[CH:22][C:23]4[CH2:30][CH2:29][C:27](=[O:28])[NH:26][C:24]=4[CH:25]=3)[CH2:11][CH2:10]2)[C:4]([Cl:8])=[C:5]([Cl:7])[CH:6]=1.[H-].[Na+].Cl[C:34]([O:36][CH2:37][Cl:38])=[O:35], predict the reaction product. The product is: [Cl:8][C:4]1[C:5]([Cl:7])=[CH:6][CH:1]=[CH:2][C:3]=1[N:9]1[CH2:14][CH2:13][N:12]([CH2:15][CH2:16][CH2:17][CH2:18][O:19][C:20]2[CH:25]=[C:24]3[C:23]([CH2:30][CH2:29][C:27](=[O:28])[N:26]3[C:34]([O:36][CH2:37][Cl:38])=[O:35])=[CH:22][CH:21]=2)[CH2:11][CH2:10]1.